From a dataset of Peptide-MHC class I binding affinity with 185,985 pairs from IEDB/IMGT. Regression. Given a peptide amino acid sequence and an MHC pseudo amino acid sequence, predict their binding affinity value. This is MHC class I binding data. (1) The peptide sequence is IENIDFASL. The MHC is HLA-B40:01 with pseudo-sequence HLA-B40:01. The binding affinity (normalized) is 1.00. (2) The peptide sequence is VMPPRTLLL. The MHC is HLA-C08:02 with pseudo-sequence HLA-C08:02. The binding affinity (normalized) is 0.0847. (3) The peptide sequence is HPRHYATIM. The MHC is HLA-B35:01 with pseudo-sequence HLA-B35:01. The binding affinity (normalized) is 0.461. (4) The peptide sequence is LIMIYFFII. The MHC is HLA-B08:01 with pseudo-sequence HLA-B08:01. The binding affinity (normalized) is 0. (5) The peptide sequence is YSKKFQESFY. The MHC is HLA-A03:01 with pseudo-sequence HLA-A03:01. The binding affinity (normalized) is 0.269.